This data is from Forward reaction prediction with 1.9M reactions from USPTO patents (1976-2016). The task is: Predict the product of the given reaction. Given the reactants [C:1]([O:5][C:6]1[CH:11]=[N:10][CH:9]=[C:8]([CH:12]=C)[N:7]=1)([CH3:4])([CH3:3])[CH3:2].S([O-])([O-])=[O:15].[Na+].[Na+].O, predict the reaction product. The product is: [C:1]([O:5][C:6]1[N:7]=[C:8]([CH:12]=[O:15])[CH:9]=[N:10][CH:11]=1)([CH3:4])([CH3:3])[CH3:2].